Dataset: Forward reaction prediction with 1.9M reactions from USPTO patents (1976-2016). Task: Predict the product of the given reaction. (1) Given the reactants [OH:1][NH:2][C:3](=[NH:5])[CH3:4].[F:6][C:7]1[CH:12]=[CH:11][C:10]([CH:13]2[N:17]([S:18]([C:21]3[CH:26]=[CH:25][C:24]([CH3:27])=[CH:23][CH:22]=3)(=[O:20])=[O:19])[CH:16]([CH2:28][CH2:29][C:30](O)=O)[CH2:15][CH2:14]2)=[CH:9][CH:8]=1, predict the reaction product. The product is: [F:6][C:7]1[CH:8]=[CH:9][C:10]([CH:13]2[N:17]([S:18]([C:21]3[CH:22]=[CH:23][C:24]([CH3:27])=[CH:25][CH:26]=3)(=[O:19])=[O:20])[CH:16]([CH2:28][CH2:29][C:30]3[O:1][N:2]=[C:3]([CH3:4])[N:5]=3)[CH2:15][CH2:14]2)=[CH:11][CH:12]=1. (2) Given the reactants [Cl:1][C:2]1[C:3]2[CH:10]=[CH:9][N:8]([C@@H:11]3[CH2:15][C@H:14]([CH2:16][OH:17])[C@@H:13]([OH:18])[C@H:12]3[OH:19])[C:4]=2[N:5]=[CH:6][N:7]=1.CO[C:22](OC)([CH3:24])[CH3:23].O.C1(C)C=CC(S(O)(=O)=O)=CC=1.C([O-])(O)=O.[Na+], predict the reaction product. The product is: [Cl:1][C:2]1[C:3]2[CH:10]=[CH:9][N:8]([C@H:11]3[C@@H:12]4[O:19][C:22]([CH3:24])([CH3:23])[O:18][C@@H:13]4[C@@H:14]([CH2:16][OH:17])[CH2:15]3)[C:4]=2[N:5]=[CH:6][N:7]=1.